Task: Predict the reactants needed to synthesize the given product.. Dataset: Full USPTO retrosynthesis dataset with 1.9M reactions from patents (1976-2016) (1) Given the product [C:1]([O:5][C:6](=[O:19])[NH:7][C:8]1[CH:13]=[C:12]([N:14]([CH3:16])[CH3:15])[C:11]([F:17])=[CH:10][C:9]=1[NH:18][C:25](=[O:24])[CH2:26][C:27](=[O:47])[C:28]1[CH:33]=[CH:32][CH:31]=[C:30]([N:34]2[C:38]([CH2:39][O:40][CH:41]3[CH2:46][CH2:45][CH2:44][CH2:43][O:42]3)=[CH:37][N:36]=[N:35]2)[CH:29]=1)([CH3:4])([CH3:2])[CH3:3], predict the reactants needed to synthesize it. The reactants are: [C:1]([O:5][C:6](=[O:19])[NH:7][C:8]1[CH:13]=[C:12]([N:14]([CH3:16])[CH3:15])[C:11]([F:17])=[CH:10][C:9]=1[NH2:18])([CH3:4])([CH3:3])[CH3:2].C([O:24][C:25](=O)[CH2:26][C:27](=[O:47])[C:28]1[CH:33]=[CH:32][CH:31]=[C:30]([N:34]2[C:38]([CH2:39][O:40][CH:41]3[CH2:46][CH2:45][CH2:44][CH2:43][O:42]3)=[CH:37][N:36]=[N:35]2)[CH:29]=1)(C)(C)C. (2) The reactants are: [Cl:1][C:2]1[CH:3]=[C:4]([C:12]2[S:16][N:15]=[C:14]([C:17]3[C:18]([O:26][CH3:27])=[C:19]([CH2:23][CH:24]=O)[CH:20]=[CH:21][CH:22]=3)[N:13]=2)[CH:5]=[CH:6][C:7]=1[O:8][CH:9]([CH3:11])[CH3:10].[NH:28]1[CH2:33][CH2:32][CH:31]([C:34]([O:36][CH2:37][CH3:38])=[O:35])[CH2:30][CH2:29]1.C(O[BH-](OC(=O)C)OC(=O)C)(=O)C.[Na+]. Given the product [Cl:1][C:2]1[CH:3]=[C:4]([C:12]2[S:16][N:15]=[C:14]([C:17]3[C:18]([O:26][CH3:27])=[C:19]([CH2:23][CH2:24][N:28]4[CH2:33][CH2:32][CH:31]([C:34]([O:36][CH2:37][CH3:38])=[O:35])[CH2:30][CH2:29]4)[CH:20]=[CH:21][CH:22]=3)[N:13]=2)[CH:5]=[CH:6][C:7]=1[O:8][CH:9]([CH3:11])[CH3:10], predict the reactants needed to synthesize it. (3) Given the product [Cl:16][C:17]1[N:18]=[C:19]([CH2:30][S:31]([CH3:33])(=[O:32])=[N:38][C:36](=[O:37])[C:35]([F:40])([F:39])[F:34])[CH:20]=[C:21]([N:23]2[CH2:28][CH2:27][O:26][CH2:25][C@H:24]2[CH3:29])[N:22]=1, predict the reactants needed to synthesize it. The reactants are: C(O)(=O)C.C(O)(=O)C.IC1C=CC=CC=1.[Cl:16][C:17]1[N:22]=[C:21]([N:23]2[CH2:28][CH2:27][O:26][CH2:25][C@H:24]2[CH3:29])[CH:20]=[C:19]([CH2:30][S@:31]([CH3:33])=[O:32])[N:18]=1.[F:34][C:35]([F:40])([F:39])[C:36]([NH2:38])=[O:37].[O-2].[Mg+2]. (4) Given the product [CH3:1][O:2][C:3]1[CH:11]=[C:10]([CH:9]=[C:5]([C:6]([OH:8])=[O:7])[C:4]=1[OH:12])[CH:25]=[O:26], predict the reactants needed to synthesize it. The reactants are: [CH3:1][O:2][C:3]1[CH:11]=[CH:10][CH:9]=[C:5]([C:6]([OH:8])=[O:7])[C:4]=1[OH:12].C1N2CN3CN(C2)CN1C3.FC(F)(F)[C:25](O)=[O:26]. (5) Given the product [Br:1][C:2]1[CH:10]=[CH:9][C:5]([C:6]([NH:17][NH:16][C:15]([O:19][C:20]([CH3:23])([CH3:22])[CH3:21])=[O:18])=[O:7])=[C:4]([C:11]([F:14])([F:13])[F:12])[CH:3]=1, predict the reactants needed to synthesize it. The reactants are: [Br:1][C:2]1[CH:10]=[CH:9][C:5]([C:6](Cl)=[O:7])=[C:4]([C:11]([F:14])([F:13])[F:12])[CH:3]=1.[C:15]([O:19][C:20]([CH3:23])([CH3:22])[CH3:21])(=[O:18])[NH:16][NH2:17].N1C=CC=CC=1.O.